From a dataset of Forward reaction prediction with 1.9M reactions from USPTO patents (1976-2016). Predict the product of the given reaction. Given the reactants [H-].[Na+].[O:3]=[C:4]1[C:9]2([CH2:14][CH2:13][N:12]([C:15]([O:17][C:18]([CH3:21])([CH3:20])[CH3:19])=[O:16])[CH2:11][CH2:10]2)[CH2:8][CH2:7][CH2:6][NH:5]1.Br[CH2:23][C:24]1[CH:29]=[CH:28][CH:27]=[CH:26][C:25]=1[N:30]1[N:34]=[CH:33][CH:32]=[N:31]1.O, predict the reaction product. The product is: [N:31]1[N:30]([C:25]2[CH:26]=[CH:27][CH:28]=[CH:29][C:24]=2[CH2:23][N:5]2[CH2:6][CH2:7][CH2:8][C:9]3([CH2:10][CH2:11][N:12]([C:15]([O:17][C:18]([CH3:21])([CH3:20])[CH3:19])=[O:16])[CH2:13][CH2:14]3)[C:4]2=[O:3])[N:34]=[CH:33][CH:32]=1.